From a dataset of M1 muscarinic receptor antagonist screen with 61,756 compounds. Binary Classification. Given a drug SMILES string, predict its activity (active/inactive) in a high-throughput screening assay against a specified biological target. The molecule is Fc1ccc(NC(=O)NC2CCN(CC2)Cc2n(nnn2)Cc2cc3OCOc3cc2)cc1. The result is 0 (inactive).